Dataset: Catalyst prediction with 721,799 reactions and 888 catalyst types from USPTO. Task: Predict which catalyst facilitates the given reaction. Reactant: [N:1]1([C:5]2[C:10]([CH:11]([C:13]3[CH:14]=[N:15][N:16]([CH3:28])[C:17]=3[C:18]3[CH:23]=[CH:22][C:21]([C:24]([F:27])([F:26])[F:25])=[CH:20][N:19]=3)[OH:12])=[C:9]([Cl:29])[N:8]=[CH:7][N:6]=2)[CH2:4][CH2:3][CH2:2]1.CC(OI1(OC(C)=O)(OC(C)=O)OC(=O)C2C=CC=CC1=2)=O. Product: [N:1]1([C:5]2[C:10]([C:11]([C:13]3[CH:14]=[N:15][N:16]([CH3:28])[C:17]=3[C:18]3[CH:23]=[CH:22][C:21]([C:24]([F:27])([F:25])[F:26])=[CH:20][N:19]=3)=[O:12])=[C:9]([Cl:29])[N:8]=[CH:7][N:6]=2)[CH2:4][CH2:3][CH2:2]1. The catalyst class is: 4.